Dataset: Catalyst prediction with 721,799 reactions and 888 catalyst types from USPTO. Task: Predict which catalyst facilitates the given reaction. (1) Reactant: [NH2:1][C:2]1[CH:7]=[CH:6][C:5]([C:8]#[N:9])=[CH:4][N:3]=1.C(N(CC)CC)C.[Cl:17][CH2:18][C:19](Cl)=[O:20]. Product: [Cl:17][CH2:18][C:19]([NH:1][C:2]1[CH:7]=[CH:6][C:5]([C:8]#[N:9])=[CH:4][N:3]=1)=[O:20]. The catalyst class is: 4. (2) The catalyst class is: 33. Product: [NH2:16][C:13]1[CH:14]=[CH:15][C:10]([S:7]([NH:6][C:2]2[S:1][CH:5]=[N:4][N:3]=2)(=[O:9])=[O:8])=[CH:11][CH:12]=1. Reactant: [S:1]1[CH:5]=[N:4][N:3]=[C:2]1[NH:6][S:7]([C:10]1[CH:15]=[CH:14][C:13]([NH:16]C(=O)C)=[CH:12][CH:11]=1)(=[O:9])=[O:8].C([O-])([O-])=O.[Na+].[Na+]. (3) Reactant: [CH3:1][O:2][C:3]1[CH:10]=[CH:9][CH:8]=[C:7]([Cl:11])[C:4]=1[C:5]#N.OO.S(=O)(=O)(O)[OH:15].N([O-])=O.[Na+].[OH-:23].[K+]. Product: [Cl:11][C:7]1[CH:8]=[CH:9][CH:10]=[C:3]([O:2][CH3:1])[C:4]=1[C:5]([OH:15])=[O:23]. The catalyst class is: 10. (4) Reactant: C[O:2][C:3](=[O:38])[C:4]1[CH:9]=[C:8]([NH:10][C:11](=[O:20])[C:12]2[CH:17]=[CH:16][C:15]([Cl:18])=[CH:14][C:13]=2[Cl:19])[CH:7]=[C:6]([C:21](=[O:37])[C:22]2[CH:27]=[CH:26][C:25]([N:28]([C:30]3[CH:35]=[CH:34][C:33]([Cl:36])=[CH:32][CH:31]=3)[CH3:29])=[CH:24][CH:23]=2)[CH:5]=1.[OH-].[Na+].Cl. Product: [Cl:36][C:33]1[CH:32]=[CH:31][C:30]([N:28]([CH3:29])[C:25]2[CH:26]=[CH:27][C:22]([C:21]([C:6]3[CH:5]=[C:4]([CH:9]=[C:8]([NH:10][C:11](=[O:20])[C:12]4[CH:17]=[CH:16][C:15]([Cl:18])=[CH:14][C:13]=4[Cl:19])[CH:7]=3)[C:3]([OH:38])=[O:2])=[O:37])=[CH:23][CH:24]=2)=[CH:35][CH:34]=1. The catalyst class is: 14. (5) The catalyst class is: 5. Product: [OH2:2].[S:1]([C:5]1[CH:11]=[CH:10][C:8]([CH3:9])=[CH:7][CH:6]=1)([OH:4])(=[O:3])=[O:2]. Reactant: [S:1]([C:5]1[CH:11]=[CH:10][C:8]([CH3:9])=[CH:7][CH:6]=1)([O-:4])(=[O:3])=[O:2]. (6) Reactant: [F:1][C:2]1[CH:33]=[CH:32][C:5]([C:6](/[N:8]=[C:9]2/[N:10]([C@H:20]3[CH2:25][CH2:24][C@@H:23]([C:26](=[O:31])[NH:27][CH:28]([CH3:30])[CH3:29])[CH2:22][CH2:21]3)[C:11]3[CH:16]=[C:15]([O:17]C)[N:14]=[CH:13][C:12]=3[NH:19]/2)=[O:7])=[CH:4][CH:3]=1.[I-].[Na+].O.[Si](Cl)(C)(C)C. Product: [F:1][C:2]1[CH:3]=[CH:4][C:5]([C:6](/[N:8]=[C:9]2/[N:10]([C@H:20]3[CH2:21][CH2:22][C@@H:23]([C:26](=[O:31])[NH:27][CH:28]([CH3:30])[CH3:29])[CH2:24][CH2:25]3)[C:11]3[CH:16]=[C:15]([OH:17])[N:14]=[CH:13][C:12]=3[NH:19]/2)=[O:7])=[CH:32][CH:33]=1. The catalyst class is: 10. (7) Reactant: CSC.B.[Br:5][CH2:6][C:7]1[CH:8]=[C:9]([CH2:13][C:14](O)=[O:15])[CH:10]=[CH:11][CH:12]=1.CO. The catalyst class is: 1. Product: [Br:5][CH2:6][C:7]1[CH:8]=[C:9]([CH2:13][CH2:14][OH:15])[CH:10]=[CH:11][CH:12]=1. (8) Reactant: [C:1]1([C:29]2[CH:34]=[CH:33][CH:32]=[CH:31][CH:30]=2)[CH:6]=[CH:5][C:4]([C:7]2[C:27]([Cl:28])=[CH:26][C:10]3[N:11]([CH2:18][O:19][CH2:20][CH2:21][Si:22]([CH3:25])([CH3:24])[CH3:23])[C:12](S(C)(=O)=O)=[N:13][C:9]=3[CH:8]=2)=[CH:3][CH:2]=1.[OH:35][CH:36]1[CH2:40][CH2:39][CH:38]([C:41]([O:43][CH2:44][CH3:45])=[O:42])[CH2:37]1. Product: [C:1]1([C:29]2[CH:34]=[CH:33][CH:32]=[CH:31][CH:30]=2)[CH:6]=[CH:5][C:4]([C:7]2[C:27]([Cl:28])=[CH:26][C:10]3[N:11]([CH2:18][O:19][CH2:20][CH2:21][Si:22]([CH3:25])([CH3:24])[CH3:23])[C:12]([O:35][CH:36]4[CH2:40][CH2:39][CH:38]([C:41]([O:43][CH2:44][CH3:45])=[O:42])[CH2:37]4)=[N:13][C:9]=3[CH:8]=2)=[CH:3][CH:2]=1. The catalyst class is: 31. (9) Reactant: [N+:1]([C:4]1[CH:5]=[C:6]2[C:10]3=[C:11]([CH2:13][CH2:14][N:9]3[C:8]3[CH2:15][CH2:16][CH2:17][CH2:18][CH2:19][CH2:20][C:7]2=3)[CH:12]=1)([O-])=O. Product: [CH:5]1[C:4]([NH2:1])=[CH:12][C:11]2[CH2:13][CH2:14][N:9]3[C:10]=2[C:6]=1[C:7]1[CH2:20][CH2:19][CH2:18][CH2:17][CH2:16][CH2:15][C:8]=13. The catalyst class is: 63.